This data is from Peptide-MHC class II binding affinity with 134,281 pairs from IEDB. The task is: Regression. Given a peptide amino acid sequence and an MHC pseudo amino acid sequence, predict their binding affinity value. This is MHC class II binding data. (1) The peptide sequence is DWQQVPFCSHHFHELIM. The MHC is DRB5_0101 with pseudo-sequence DRB5_0101. The binding affinity (normalized) is 0.253. (2) The MHC is DRB1_0101 with pseudo-sequence DRB1_0101. The binding affinity (normalized) is 0.685. The peptide sequence is LFLMSFTILCLVPAY. (3) The peptide sequence is FTVIDATRSPRLQKA. The MHC is H-2-IAd with pseudo-sequence H-2-IAd. The binding affinity (normalized) is 0.196. (4) The peptide sequence is AFILDGDNLHPKV. The MHC is HLA-DQA10501-DQB10201 with pseudo-sequence HLA-DQA10501-DQB10201. The binding affinity (normalized) is 0.372. (5) The peptide sequence is NRWLFRHLAREKNPR. The MHC is HLA-DQA10201-DQB10301 with pseudo-sequence HLA-DQA10201-DQB10301. The binding affinity (normalized) is 0. (6) The peptide sequence is GRSYAADAGYAPATP. The MHC is DRB1_1201 with pseudo-sequence DRB1_1201. The binding affinity (normalized) is 0. (7) The peptide sequence is YFRNEQSIPPLIQKY. The MHC is HLA-DQA10104-DQB10503 with pseudo-sequence HLA-DQA10104-DQB10503. The binding affinity (normalized) is 0.231.